This data is from Catalyst prediction with 721,799 reactions and 888 catalyst types from USPTO. The task is: Predict which catalyst facilitates the given reaction. Reactant: [O:1]=[C:2]1[C:11]2[C:6](=[CH:7][CH:8]=[CH:9][CH:10]=2)/[C:5](=[N:12]/[S:13]([C:16]2[S:17][CH:18]=[CH:19][CH:20]=2)(=[O:15])=[O:14])/[CH:4]=[C:3]1[S:21][CH2:22][C:23]([O:25][CH2:26][CH3:27])=[O:24].[O-]S(S([O-])=O)=O.[Na+].[Na+]. Product: [OH:1][C:2]1[C:11]2[C:6](=[CH:7][CH:8]=[CH:9][CH:10]=2)[C:5]([NH:12][S:13]([C:16]2[S:17][CH:18]=[CH:19][CH:20]=2)(=[O:15])=[O:14])=[CH:4][C:3]=1[S:21][CH2:22][C:23]([O:25][CH2:26][CH3:27])=[O:24]. The catalyst class is: 56.